The task is: Predict which catalyst facilitates the given reaction.. This data is from Catalyst prediction with 721,799 reactions and 888 catalyst types from USPTO. (1) Reactant: [CH3:1][O:2][C:3]1[CH:25]=[CH:24][C:6]([CH2:7][NH:8][C:9]2[C:18]3[C:13](=[CH:14][CH:15]=[C:16]([C:19]([O:21]CC)=[O:20])[CH:17]=3)[CH:12]=[CH:11][N:10]=2)=[CH:5][CH:4]=1.[OH-].[Na+]. Product: [CH3:1][O:2][C:3]1[CH:4]=[CH:5][C:6]([CH2:7][NH:8][C:9]2[C:18]3[C:13](=[CH:14][CH:15]=[C:16]([C:19]([OH:21])=[O:20])[CH:17]=3)[CH:12]=[CH:11][N:10]=2)=[CH:24][CH:25]=1. The catalyst class is: 5. (2) Reactant: [CH2:1]([N:5]1[C:13]2[NH:12][CH:11]=[N:10][C:9]=2[C:8]2=[N:14][N:15]=[CH:16][N:7]2[C:6]1=[O:17])[CH:2]([CH3:4])[CH3:3].[Br:18]N1C(=O)CCC1=O. Product: [Br:18][C:11]1[NH:12][C:13]2[N:5]([CH2:1][CH:2]([CH3:4])[CH3:3])[C:6](=[O:17])[N:7]3[CH:16]=[N:15][N:14]=[C:8]3[C:9]=2[N:10]=1. The catalyst class is: 1. (3) The catalyst class is: 169. Reactant: [CH3:1][O:2][C:3]([C:5]1[S:6][C:7]([C:10]([O:12]C)=[O:11])=[CH:8][CH:9]=1)=[O:4].[OH-].[Na+].Cl. Product: [CH3:1][O:2][C:3]([C:5]1[S:6][C:7]([C:10]([OH:12])=[O:11])=[CH:8][CH:9]=1)=[O:4].